Task: Predict the product of the given reaction.. Dataset: Forward reaction prediction with 1.9M reactions from USPTO patents (1976-2016) The product is: [NH:21]1[C:20]2[CH:22]=[CH:23][CH:24]=[CH:25][C:19]=2[N:18]=[C:17]1[C:12]1[C:11]([C:9]([OH:10])=[O:8])=[C:15]([CH3:16])[NH:14][N:13]=1. Given the reactants C([O:8][C:9]([C:11]1[C:12]([C:17]2[NH:21][C:20]3[CH:22]=[CH:23][CH:24]=[CH:25][C:19]=3[N:18]=2)=[N:13][NH:14][C:15]=1[CH3:16])=[O:10])C1C=CC=CC=1, predict the reaction product.